From a dataset of Catalyst prediction with 721,799 reactions and 888 catalyst types from USPTO. Predict which catalyst facilitates the given reaction. (1) Reactant: [Br:1][C:2]1[C:10]2[C:5]([NH:6][CH:7]=[N:8][C:9]=2[Cl:11])=[N:4][CH:3]=1.[O:12]1[CH2:15][CH:14](O)[CH2:13]1.C1(P(C2C=CC=CC=2)C2C=CC=CC=2)C=CC=CC=1.CCOC(/N=N/C(OCC)=O)=O. Product: [Br:1][C:2]1[C:10]2[C:9]([Cl:11])=[N:8][CH:7]=[N:6][C:5]=2[N:4]([CH:14]2[CH2:15][O:12][CH2:13]2)[CH:3]=1. The catalyst class is: 12. (2) Reactant: [F:1][C:2]([F:32])([F:31])[C:3]1[CH:8]=[CH:7][C:6]([C:9]2[C:10]([C:15]([NH:17][C:18]3[CH:27]=[C:26]4[C:21]([CH:22]=[C:23]([C:28]([OH:30])=O)[CH:24]=[N:25]4)=[CH:20][CH:19]=3)=[O:16])=[CH:11][CH:12]=[CH:13][CH:14]=2)=[CH:5][CH:4]=1.[Cl:33][C:34]1[CH:35]=[C:36]([CH:39]=[CH:40][CH:41]=1)[CH2:37][NH2:38].Cl.CN(C)CCCN=C=NCC.ON1C2C=CC=CC=2N=N1.C(N(CC)CC)C. Product: [Cl:33][C:34]1[CH:35]=[C:36]([CH:39]=[CH:40][CH:41]=1)[CH2:37][NH:38][C:28]([C:23]1[CH:24]=[N:25][C:26]2[C:21]([CH:22]=1)=[CH:20][CH:19]=[C:18]([NH:17][C:15]([C:10]1[C:9]([C:6]3[CH:5]=[CH:4][C:3]([C:2]([F:31])([F:1])[F:32])=[CH:8][CH:7]=3)=[CH:14][CH:13]=[CH:12][CH:11]=1)=[O:16])[CH:27]=2)=[O:30]. The catalyst class is: 96. (3) Reactant: [OH:1][C:2]1[C:11]2[C:6](=[CH:7][CH:8]=[CH:9][N:10]=2)[N:5]([CH2:12][CH2:13][N:14]([CH3:19])[S:15]([CH3:18])(=[O:17])=[O:16])[C:4](=[O:20])[C:3]=1[C:21](OC)=[O:22].[F:25][C:26]1[CH:33]=[CH:32][C:29]([CH2:30][NH2:31])=[CH:28][CH:27]=1. Product: [F:25][C:26]1[CH:33]=[CH:32][C:29]([CH2:30][NH:31][C:21]([C:3]2[C:4](=[O:20])[N:5]([CH2:12][CH2:13][N:14]([CH3:19])[S:15]([CH3:18])(=[O:16])=[O:17])[C:6]3[C:11]([C:2]=2[OH:1])=[N:10][CH:9]=[CH:8][CH:7]=3)=[O:22])=[CH:28][CH:27]=1. The catalyst class is: 14. (4) The catalyst class is: 106. Product: [Br:1][C:2]1[CH:7]=[CH:6][C:5]2[NH:8][CH:10]=[N:9][C:4]=2[CH:3]=1. Reactant: [Br:1][C:2]1[CH:3]=[C:4]([NH2:9])[C:5]([NH2:8])=[CH:6][CH:7]=1.[CH3:10]OC(OC)OC.